This data is from Peptide-MHC class II binding affinity with 134,281 pairs from IEDB. The task is: Regression. Given a peptide amino acid sequence and an MHC pseudo amino acid sequence, predict their binding affinity value. This is MHC class II binding data. The peptide sequence is VEDEARRMWASAQNI. The MHC is HLA-DQA10501-DQB10201 with pseudo-sequence HLA-DQA10501-DQB10201. The binding affinity (normalized) is 0.344.